Dataset: Forward reaction prediction with 1.9M reactions from USPTO patents (1976-2016). Task: Predict the product of the given reaction. (1) Given the reactants O[CH:2]=[C:3]1[C:11]2[C:6](=[CH:7][C:8]([C:12]([C:14]3[CH:19]=[CH:18][C:17]([NH:20][C:21]([C:23]4[N:24]([CH2:29][CH3:30])[N:25]=[C:26]([CH3:28])[CH:27]=4)=[O:22])=[CH:16][CH:15]=3)=[O:13])=[CH:9][CH:10]=2)[NH:5][C:4]1=[O:31].[NH:32]1[C:40]2[C:35](=[CH:36][CH:37]=[C:38]([NH2:41])[CH:39]=2)[CH:34]=[N:33]1, predict the reaction product. The product is: [NH:32]1[C:40]2[C:35](=[CH:36][CH:37]=[C:38]([NH:41][CH:2]=[C:3]3[C:11]4[C:6](=[CH:7][C:8]([C:12]([C:14]5[CH:15]=[CH:16][C:17]([NH:20][C:21]([C:23]6[N:24]([CH2:29][CH3:30])[N:25]=[C:26]([CH3:28])[CH:27]=6)=[O:22])=[CH:18][CH:19]=5)=[O:13])=[CH:9][CH:10]=4)[NH:5][C:4]3=[O:31])[CH:39]=2)[CH:34]=[N:33]1. (2) Given the reactants [CH2:1]([O:3][CH2:4][N:5]1[C:9](B2OC(C)(C)C(C)(C)O2)=[CH:8][CH:7]=[N:6]1)[CH3:2].[C:19]([C:21]1[CH:22]=[C:23]([S:40]([N:43]([CH2:49][C:50]2[CH:55]=[CH:54][C:53]([O:56][CH3:57])=[CH:52][C:51]=2[O:58][CH3:59])[C:44]2[S:48][N:47]=[CH:46][N:45]=2)(=[O:42])=[O:41])[CH:24]=[CH:25][C:26]=1[O:27][C:28]1[CH:33]=[CH:32][C:31]([O:34][C:35]([F:38])([F:37])[F:36])=[CH:30][C:29]=1I)#[N:20], predict the reaction product. The product is: [C:19]([C:21]1[CH:22]=[C:23]([S:40]([N:43]([CH2:49][C:50]2[CH:55]=[CH:54][C:53]([O:56][CH3:57])=[CH:52][C:51]=2[O:58][CH3:59])[C:44]2[S:48][N:47]=[CH:46][N:45]=2)(=[O:42])=[O:41])[CH:24]=[CH:25][C:26]=1[O:27][C:28]1[CH:29]=[CH:30][C:31]([O:34][C:35]([F:37])([F:36])[F:38])=[CH:32][C:33]=1[C:9]1[N:5]([CH2:4][O:3][CH2:1][CH3:2])[N:6]=[CH:7][CH:8]=1)#[N:20]. (3) The product is: [CH:1]1([C:4]2[CH:8]=[C:7]([N:9]3[CH2:18][CH2:17][C:16]4[N:15]=[C:14]([O:19][CH3:20])[N:13]=[C:12]([O:21][CH3:22])[C:11]=4[CH2:10]3)[N:6]([CH2:23][CH3:24])[N:5]=2)[CH2:2][CH2:3]1. Given the reactants [CH:1]1([C:4]2[CH:8]=[C:7]([NH:9][CH2:10][C:11]3[C:12]([O:21][CH3:22])=[N:13][C:14]([O:19][CH3:20])=[N:15][C:16]=3[CH:17]=[CH2:18])[N:6]([CH2:23][CH3:24])[N:5]=2)[CH2:3][CH2:2]1, predict the reaction product. (4) Given the reactants C[O:2][C:3]([C@@H:5]1[CH2:9][C@@H:8]([NH:10][C:11](=[O:18])[C:12]2[CH:17]=[CH:16][CH:15]=[CH:14][CH:13]=2)[CH2:7][N:6]1[C:19](=[O:29])[CH2:20][NH:21][C:22]([O:24][C:25]([CH3:28])([CH3:27])[CH3:26])=[O:23])=[O:4].[OH-].[Na+].Cl, predict the reaction product. The product is: [C:11]([NH:10][C@H:8]1[CH2:7][N:6]([C:19](=[O:29])[CH2:20][NH:21][C:22]([O:24][C:25]([CH3:28])([CH3:26])[CH3:27])=[O:23])[C@H:5]([C:3]([OH:4])=[O:2])[CH2:9]1)(=[O:18])[C:12]1[CH:13]=[CH:14][CH:15]=[CH:16][CH:17]=1. (5) Given the reactants [NH2:1][C:2]1[CH:10]=[CH:9][C:5]([C:6]([OH:8])=O)=[CH:4][C:3]=1[O:11][CH3:12].C(N(CC)CC)C.Cl.CN(C)CCCN=C=NCC.[NH2:32][CH2:33][CH2:34][OH:35], predict the reaction product. The product is: [NH2:1][C:2]1[CH:10]=[CH:9][C:5]([C:6]([NH:32][CH2:33][CH2:34][OH:35])=[O:8])=[CH:4][C:3]=1[O:11][CH3:12].